From a dataset of Forward reaction prediction with 1.9M reactions from USPTO patents (1976-2016). Predict the product of the given reaction. (1) Given the reactants [Cl:1][C:2]1[CH:3]=[C:4](/[CH:9]=[CH:10]/[C:11]([N:13]2[CH2:19][CH2:18][C:17](=[O:20])[N:16]([CH2:21][CH2:22][CH2:23][CH2:24]I)[CH2:15][CH2:14]2)=[O:12])[CH:5]=[CH:6][C:7]=1[Cl:8].[C:26]([Si:30]([CH3:47])([CH3:46])[O:31][C@H:32]1[C@H:37]([O:38][Si:39]([C:42]([CH3:45])([CH3:44])[CH3:43])([CH3:41])[CH3:40])[CH2:36][CH2:35][NH:34][CH2:33]1)([CH3:29])([CH3:28])[CH3:27], predict the reaction product. The product is: [C:26]([Si:30]([CH3:47])([CH3:46])[O:31][CH:32]1[CH:37]([O:38][Si:39]([C:42]([CH3:45])([CH3:44])[CH3:43])([CH3:41])[CH3:40])[CH2:36][CH2:35][N:34]([CH2:24][CH2:23][CH2:22][CH2:21][N:16]2[C:17](=[O:20])[CH2:18][CH2:19][N:13]([C:11](=[O:12])/[CH:10]=[CH:9]/[C:4]3[CH:5]=[CH:6][C:7]([Cl:8])=[C:2]([Cl:1])[CH:3]=3)[CH2:14][CH2:15]2)[CH2:33]1)([CH3:29])([CH3:28])[CH3:27]. (2) Given the reactants Br[C:2]1[CH:7]=[CH:6][CH:5]=C(Br)[C:3]=1[C:9]1[NH:10][C:11]2[C:17]3[S:18][CH:19]=[CH:20][C:16]=3[C:15]3[CH:21]=[CH:22][S:23][C:14]=3[C:12]=2[N:13]=1.[C:24]([Cu])#[N:25].[OH-].[NH4+:28].C(O[CH2:33][CH3:34])(=O)C, predict the reaction product. The product is: [NH:13]1[C:12]2[C:14]3[S:23][CH:22]=[CH:21][C:15]=3[C:16]3[CH:20]=[CH:19][S:18][C:17]=3[C:11]=2[N:10]=[C:9]1[C:3]1[C:34]([C:33]#[N:28])=[CH:5][CH:6]=[CH:7][C:2]=1[C:24]#[N:25]. (3) The product is: [Cl-:1].[CH:24]1([NH+:19]2[CH2:20][CH2:21][C:15]3[CH:14]=[C:13]([CH:4]([O:3][CH3:2])[CH2:5][CH2:6][C:7]4[CH:11]=[CH:10][N:9]([CH3:12])[N:8]=4)[CH:23]=[CH:22][C:16]=3[CH2:17][CH2:18]2)[CH2:27][CH2:26][CH2:25]1.[ClH:1]. Given the reactants [Cl-:1].[CH3:2][O:3][CH:4]([C:13]1[CH:23]=[CH:22][C:16]2[CH2:17][CH2:18][NH2+:19][CH2:20][CH2:21][C:15]=2[CH:14]=1)[CH2:5][CH2:6][C:7]1[CH:11]=[CH:10][N:9]([CH3:12])[N:8]=1.[C:24]1(=O)[CH2:27][CH2:26][CH2:25]1.C(N(CC)CC)C.C(O[BH-](OC(=O)C)OC(=O)C)(=O)C.[Na+].C(O)(=O)C, predict the reaction product. (4) Given the reactants [CH3:1][O:2][C:3](=[O:51])[C:4]([CH3:50])([CH3:49])[CH2:5][CH2:6][C:7]([N:9]([CH2:15][C:16]1[CH:17]=[C:18]([CH:46]=[CH:47][CH:48]=1)[C:19]([NH:21][C:22]1[S:23][C:24]2[CH2:45][CH2:44][CH2:43][CH2:42][C:25]=2[C:26]=1[C:27]([NH:29][C:30]1[CH:31]=[CH:32][C:33]([C:36]([CH3:41])([CH3:40])[C:37](O)=[O:38])=[N:34][CH:35]=1)=[O:28])=[O:20])[CH:10]([CH2:13][CH3:14])[CH2:11][CH3:12])=[O:8].CN1CCOCC1.ClC(OCC(C)C)=O, predict the reaction product. The product is: [OH:38][CH2:37][C:36]([C:33]1[N:34]=[CH:35][C:30]([NH:29][C:27]([C:26]2[C:25]3[CH2:42][CH2:43][CH2:44][CH2:45][C:24]=3[S:23][C:22]=2[NH:21][C:19]([C:18]2[CH:17]=[C:16]([CH:48]=[CH:47][CH:46]=2)[CH2:15][N:9]([CH:10]([CH2:11][CH3:12])[CH2:13][CH3:14])[C:7](=[O:8])[CH2:6][CH2:5][C:4]([CH3:50])([CH3:49])[C:3]([O:2][CH3:1])=[O:51])=[O:20])=[O:28])=[CH:31][CH:32]=1)([CH3:40])[CH3:41]. (5) Given the reactants [C:1]([O:5][C:6]([N:8]1[CH2:13][CH2:12][CH:11]([O:14][C:15]2[CH:24]=[C:23]([S:25][CH3:26])[CH:22]=[CH:21][C:16]=2[C:17]([O:19]C)=[O:18])[CH2:10][CH2:9]1)=[O:7])([CH3:4])([CH3:3])[CH3:2], predict the reaction product. The product is: [C:1]([O:5][C:6]([N:8]1[CH2:13][CH2:12][CH:11]([O:14][C:15]2[CH:24]=[C:23]([S:25][CH3:26])[CH:22]=[CH:21][C:16]=2[C:17]([OH:19])=[O:18])[CH2:10][CH2:9]1)=[O:7])([CH3:4])([CH3:3])[CH3:2].